This data is from Full USPTO retrosynthesis dataset with 1.9M reactions from patents (1976-2016). The task is: Predict the reactants needed to synthesize the given product. (1) Given the product [F:22][C:2]([F:1])([F:21])[C:3]1[CH:4]=[CH:5][C:6]([NH:13][S:14]([C:17]([F:18])([F:19])[F:20])(=[O:16])=[O:15])=[C:7]([CH:12]=1)[C:8]([OH:10])=[O:9], predict the reactants needed to synthesize it. The reactants are: [F:1][C:2]([F:22])([F:21])[C:3]1[CH:4]=[CH:5][C:6]([NH:13][S:14]([C:17]([F:20])([F:19])[F:18])(=[O:16])=[O:15])=[C:7]([CH:12]=1)[C:8]([O:10]C)=[O:9].[OH-].[Li+].Cl. (2) The reactants are: [C:1]([O-:4])(=[O:3])[CH3:2].[Na+].Br[CH2:7][C:8]1[CH:21]=[CH:20][C:19]2[C:18](=[O:22])[C:17]3[C:12](=[CH:13][CH:14]=[CH:15][CH:16]=3)[C:11](=[O:23])[C:10]=2[CH:9]=1. Given the product [CH3:7][CH2:2][C:1]([O-:4])=[O:3].[CH:13]1[C:12]2[C:11](=[O:23])[C:10]3[C:19](=[CH:20][CH:21]=[CH:8][CH:9]=3)[C:18](=[O:22])[C:17]=2[CH:16]=[CH:15][CH:14]=1, predict the reactants needed to synthesize it. (3) Given the product [I:5][C:6]1[CH:11]=[CH:10][C:9]([NH:1][CH2:2][CH2:3][OH:4])=[CH:8][CH:7]=1, predict the reactants needed to synthesize it. The reactants are: [NH2:1][CH2:2][CH2:3][OH:4].[I:5][C:6]1[CH:11]=[CH:10][C:9](I)=[CH:8][CH:7]=1.C(O)CO.P([O-])([O-])([O-])=O.[K+].[K+].[K+]. (4) Given the product [F:53][C:36]1([F:35])[C:40]2[N:41]([CH2:48][C:49]([NH:1][C@H:2]([C:12]3[C:17]([C:18]4[CH:19]=[CH:20][C:21]5[N:22]([C:25](=[O:28])[NH:26][N:27]=5)[C:23]=4[CH3:24])=[CH:16][CH:15]=[C:14]([C:29]#[C:30][C:31]([OH:34])([CH3:33])[CH3:32])[N:13]=3)[CH2:3][C:4]3[CH:5]=[C:6]([F:11])[CH:7]=[C:8]([F:10])[CH:9]=3)=[O:50])[N:42]=[C:43]([C:44]([F:47])([F:46])[F:45])[C:39]=2[C@H:38]2[CH2:52][C@@H:37]12, predict the reactants needed to synthesize it. The reactants are: [NH2:1][C@H:2]([C:12]1[C:17]([C:18]2[CH:19]=[CH:20][C:21]3[N:22]([C:25](=[O:28])[NH:26][N:27]=3)[C:23]=2[CH3:24])=[CH:16][CH:15]=[C:14]([C:29]#[C:30][C:31]([OH:34])([CH3:33])[CH3:32])[N:13]=1)[CH2:3][C:4]1[CH:9]=[C:8]([F:10])[CH:7]=[C:6]([F:11])[CH:5]=1.[F:35][C:36]1([F:53])[C:40]2[N:41]([CH2:48][C:49](O)=[O:50])[N:42]=[C:43]([C:44]([F:47])([F:46])[F:45])[C:39]=2[C@H:38]2[CH2:52][C@@H:37]12.